This data is from Full USPTO retrosynthesis dataset with 1.9M reactions from patents (1976-2016). The task is: Predict the reactants needed to synthesize the given product. (1) Given the product [CH3:1][O:2][C:3]1[C:4]2[CH2:5][CH2:6][CH2:7][C:8]=2[C:9]([OH:12])=[CH:10][CH:11]=1, predict the reactants needed to synthesize it. The reactants are: [CH3:1][O:2][C:3]1[CH:11]=[CH:10][C:9]([O:12]C)=[C:8]2[C:4]=1[CH2:5][CH2:6][CH2:7]2.B(Br)(Br)Br.O. (2) The reactants are: I[C:2]1[C:7]([O:8][CH3:9])=[CH:6][CH:5]=[CH:4][C:3]=1[O:10][CH3:11].[Li]CCCC.[C:17]([S:21]([N:23]=[CH:24][CH2:25][CH2:26][CH2:27][CH2:28][C:29]([O:31][CH2:32][CH3:33])=[O:30])=[O:22])([CH3:20])([CH3:19])[CH3:18].[NH4+].[Cl-]. Given the product [CH3:11][O:10][C:3]1[CH:4]=[CH:5][CH:6]=[C:7]([O:8][CH3:9])[C:2]=1[CH:24]([NH:23][S:21]([C:17]([CH3:18])([CH3:20])[CH3:19])=[O:22])[CH2:25][CH2:26][CH2:27][CH2:28][C:29]([O:31][CH2:32][CH3:33])=[O:30], predict the reactants needed to synthesize it. (3) Given the product [CH3:3][C:2]([NH2:14])([C:4]1[CH:9]=[CH:8][CH:7]=[C:6]([C:10]([F:12])([F:13])[F:11])[N:5]=1)[CH3:1], predict the reactants needed to synthesize it. The reactants are: [CH3:1][C:2]([NH:14]C(=O)C)([C:4]1[CH:9]=[CH:8][CH:7]=[C:6]([C:10]([F:13])([F:12])[F:11])[N:5]=1)[CH3:3].Cl.[OH-].[Na+]. (4) Given the product [N+:9]([C:12]1[S:16][C:15]([CH:17]=[N:1][C:2]2[S:3][CH:4]=[CH:5][C:6]=2[C:7]#[N:8])=[CH:14][CH:13]=1)([O-:11])=[O:10], predict the reactants needed to synthesize it. The reactants are: [NH2:1][C:2]1[S:3][CH:4]=[CH:5][C:6]=1[C:7]#[N:8].[N+:9]([C:12]1[S:16][C:15]([CH:17]=O)=[CH:14][CH:13]=1)([O-:11])=[O:10].C(O)(C(F)(F)F)=O. (5) The reactants are: [Br:1][C:2]1[CH:7]=[CH:6][C:5]([OH:8])=[C:4]([N+:9]([O-:11])=[O:10])[CH:3]=1.Br[CH2:13][C:14]([O:16][CH3:17])=[O:15].C(=O)([O-])[O-].[Cs+].[Cs+].[I-].[Na+]. Given the product [Br:1][C:2]1[CH:7]=[CH:6][C:5]([O:8][CH2:13][C:14]([O:16][CH3:17])=[O:15])=[C:4]([N+:9]([O-:11])=[O:10])[CH:3]=1, predict the reactants needed to synthesize it. (6) Given the product [CH3:1][O:2][C:3]1[CH:4]=[C:5]2[C:10](=[CH:11][C:12]=1[O:13][CH3:14])[N:9]=[CH:8][CH:7]=[C:6]2[O:15][C:16]1[CH:22]=[CH:21][C:19]([NH:20][C:43](=[O:49])[O:42][CH2:40][CH2:56][C:55]2[CH:59]=[CH:60][CH:61]=[C:53]([C:52]([F:51])([F:62])[F:63])[CH:54]=2)=[C:18]([CH3:23])[C:17]=1[CH3:24], predict the reactants needed to synthesize it. The reactants are: [CH3:1][O:2][C:3]1[CH:4]=[C:5]2[C:10](=[CH:11][C:12]=1[O:13][CH3:14])[N:9]=[CH:8][CH:7]=[C:6]2[O:15][C:16]1[CH:22]=[CH:21][C:19]([NH2:20])=[C:18]([CH3:23])[C:17]=1[CH3:24].C1(C)C=CC=CC=1.C(N(CC)CC)C.Cl[C:40](Cl)([O:42][C:43](=[O:49])OC(Cl)(Cl)Cl)Cl.[F:51][C:52]([F:63])([F:62])[C:53]1[CH:54]=[C:55]([CH:59]=[CH:60][CH:61]=1)[CH2:56]CO.